From a dataset of Forward reaction prediction with 1.9M reactions from USPTO patents (1976-2016). Predict the product of the given reaction. (1) The product is: [C:3]([O:6][C@H:7]([CH3:29])[CH2:8][CH2:9][CH2:10][CH2:11][N:12]1[C:21](=[O:22])[C:20]2[N:19]([CH2:23][O:24][CH2:25][CH3:26])[C:18]([NH:2][CH3:1])=[N:17][C:16]=2[N:15]([CH3:28])[C:13]1=[O:14])(=[O:5])[CH3:4]. Given the reactants [CH3:1][NH2:2].[C:3]([O:6][C@H:7]([CH3:29])[CH2:8][CH2:9][CH2:10][CH2:11][N:12]1[C:21](=[O:22])[C:20]2[N:19]([CH2:23][O:24][CH2:25][CH3:26])[C:18](Br)=[N:17][C:16]=2[N:15]([CH3:28])[C:13]1=[O:14])(=[O:5])[CH3:4].O, predict the reaction product. (2) Given the reactants C(OCC)C.[C:6]([C:10]1[CH:15]=[CH:14][C:13]([Mg]Br)=[CH:12][CH:11]=1)([CH3:9])([CH3:8])[CH3:7].[CH:18]([C:21]1[CH:22]=[C:23]2[C:28](=[CH:29][CH:30]=1)[N:27]=[CH:26][CH:25]=[CH:24]2)([CH3:20])[CH3:19], predict the reaction product. The product is: [C:6]([C:10]1[CH:15]=[CH:14][C:13]([C:26]2[CH:25]=[CH:24][C:23]3[C:28](=[CH:29][CH:30]=[C:21]([CH:18]([CH3:20])[CH3:19])[CH:22]=3)[N:27]=2)=[CH:12][CH:11]=1)([CH3:9])([CH3:8])[CH3:7]. (3) The product is: [CH3:24][NH:25][CH2:26][CH2:27][C:28]1[CH:34]=[CH:33][C:31]([NH:32]/[C:4](=[C:11]2\[C:12](=[O:23])[NH:13][C:14]3[C:19]\2=[CH:18][C:17]([N+:20]([O-:22])=[O:21])=[CH:16][CH:15]=3)/[C:5]2[CH:10]=[CH:9][CH:8]=[CH:7][CH:6]=2)=[CH:30][CH:29]=1. Given the reactants C(O[C:4](=[C:11]1[C:19]2[C:14](=[CH:15][CH:16]=[C:17]([N+:20]([O-:22])=[O:21])[CH:18]=2)[NH:13][C:12]1=[O:23])[C:5]1[CH:10]=[CH:9][CH:8]=[CH:7][CH:6]=1)C.[CH3:24][NH:25][CH2:26][CH2:27][C:28]1[CH:34]=[CH:33][C:31]([NH2:32])=[CH:30][CH:29]=1, predict the reaction product. (4) Given the reactants BrC1C=CC(C(N2CCN(C3C=CC(C)=CC=3C)CC2)=O)=CC=1.COC1C=CC(CN2CC(C)NC2=O)=CC=1.[CH3:40][C:41]1[CH:46]=[C:45]([CH3:47])[CH:44]=[CH:43][C:42]=1[N:48]1[CH2:53][CH2:52][N:51]([C:54]([C:56]2[CH:61]=[CH:60][C:59]([N:62]3[CH:66]([CH3:67])[CH2:65][N:64](CC4C=CC(OC)=CC=4)[C:63]3=[O:77])=[CH:58][CH:57]=2)=[O:55])[CH2:50][CH2:49]1, predict the reaction product. The product is: [CH3:40][C:41]1[CH:46]=[C:45]([CH3:47])[CH:44]=[CH:43][C:42]=1[N:48]1[CH2:53][CH2:52][N:51]([C:54]([C:56]2[CH:61]=[CH:60][C:59]([N:62]3[CH:66]([CH3:67])[CH2:65][NH:64][C:63]3=[O:77])=[CH:58][CH:57]=2)=[O:55])[CH2:50][CH2:49]1.